This data is from hERG potassium channel inhibition data for cardiac toxicity prediction from Karim et al.. The task is: Regression/Classification. Given a drug SMILES string, predict its toxicity properties. Task type varies by dataset: regression for continuous values (e.g., LD50, hERG inhibition percentage) or binary classification for toxic/non-toxic outcomes (e.g., AMES mutagenicity, cardiotoxicity, hepatotoxicity). Dataset: herg_karim. (1) The molecule is Nc1nc2cc3c(cc2s1)CCN(Cc1cscn1)CC3. The result is 0 (non-blocker). (2) The drug is CNC(=O)[C@@]12C[C@@H]1[C@@H](n1cnc3c(NC)nc(C#Cc4ccc(Cl)s4)nc31)[C@H](O)[C@@H]2O. The result is 0 (non-blocker). (3) The drug is CCOC(=O)[C@H]1CC[C@@H](N2CC(NC(=O)CNC3=NC(Cc4ccccc4)c4ccc(C(F)(F)F)cc43)C2)CC1. The result is 1 (blocker).